Dataset: Reaction yield outcomes from USPTO patents with 853,638 reactions. Task: Predict the reaction yield, written as a fraction of the theoretical maximum amount of product (1.0 means a 100% yield; for example, 0.34 means a 34% yield). (1) The reactants are [CH3:1][S:2]([C:5]1[CH:10]=[CH:9][C:8]([S:11]([N:14]2[C:18]([C:19]3[CH:24]=[CH:23][CH:22]=[CH:21][CH:20]=3)=[CH:17][C:16]([CH:25]=O)=[CH:15]2)(=[O:13])=[O:12])=[CH:7][CH:6]=1)(=[O:4])=[O:3].CO.[CH3:29][NH2:30].[BH4-].[Na+].[ClH:33].C(=O)([O-])O.[Na+]. The catalyst is CO. The product is [ClH:33].[CH3:29][NH:30][CH2:25][C:16]1[CH:17]=[C:18]([C:19]2[CH:24]=[CH:23][CH:22]=[CH:21][CH:20]=2)[N:14]([S:11]([C:8]2[CH:9]=[CH:10][C:5]([S:2]([CH3:1])(=[O:4])=[O:3])=[CH:6][CH:7]=2)(=[O:13])=[O:12])[CH:15]=1. The yield is 0.620. (2) The reactants are [CH:1]([C:3]1[CH:8]=[CH:7][C:6]([CH:9]2[C:13]3[CH:14]=[C:15]([NH:20][C:21](=[O:27])[CH2:22][C:23]([CH3:26])([CH3:25])[CH3:24])[C:16]([CH3:19])=[C:17]([CH3:18])[C:12]=3[O:11][C:10]2([CH3:29])[CH3:28])=[CH:5][CH:4]=1)=[O:2].C1COCC1.C(OC(C)C)(C)C. No catalyst specified. The product is [OH:2][CH2:1][C:3]1[CH:4]=[CH:5][C:6]([CH:9]2[C:13]3[CH:14]=[C:15]([NH:20][C:21](=[O:27])[CH2:22][C:23]([CH3:25])([CH3:24])[CH3:26])[C:16]([CH3:19])=[C:17]([CH3:18])[C:12]=3[O:11][C:10]2([CH3:29])[CH3:28])=[CH:7][CH:8]=1. The yield is 0.800.